Dataset: Catalyst prediction with 721,799 reactions and 888 catalyst types from USPTO. Task: Predict which catalyst facilitates the given reaction. (1) Reactant: C(Cl)CCl.[Cl:5][C:6]1[CH:7]=[CH:8][C:9]([O:25][CH2:26][C:27]([O:29][CH3:30])=[O:28])=[C:10]([CH:24]=1)[CH2:11][C:12]1[CH:23]=[CH:22][CH:21]=[CH:20][C:13]=1[O:14][CH:15]([CH3:19])[C:16](O)=[O:17].[CH:31]1[CH:36]=[N:35][C:34]2N(O)N=N[C:33]=2[CH:32]=1.N1CCCCC1.C(O)C(N)(CO)CO. Product: [CH3:30][O:29][C:27](=[O:28])[CH2:26][O:25][C:9]1[CH:8]=[CH:7][C:6]([Cl:5])=[CH:24][C:10]=1[CH2:11][C:12]1[CH:23]=[CH:22][CH:21]=[CH:20][C:13]=1[O:14][CH:15]([CH3:19])[C:16](=[O:17])[N:35]1[CH2:36][CH2:31][CH2:32][CH2:33][CH2:34]1. The catalyst class is: 3. (2) Reactant: [Br:1][C:2]1[CH:12]=[CH:11][CH:10]=[C:4]2[C:5]([NH:7]C(=O)[C:3]=12)=[O:6].Br[CH2:14][CH2:15][O:16][C:17](=[O:19])[CH3:18].[C:20](=[O:23])([O-])[O-].[K+].[K+]. Product: [CH2:15]([O:16][C:17](=[O:19])[CH2:18][N:7]1[C:5](=[O:6])[C:4]2[C:10](=[CH:11][CH:12]=[C:2]([Br:1])[CH:3]=2)[C:20]1=[O:23])[CH3:14]. The catalyst class is: 21.